From a dataset of Forward reaction prediction with 1.9M reactions from USPTO patents (1976-2016). Predict the product of the given reaction. (1) The product is: [OH:6][C:17]12[CH:16]3[CH2:20][C:21]4[C:26]5[C:12]1([CH2:13][CH2:14][N:15]3[CH3:30])[C:11]([CH2:31][OH:32])([O:27][C:25]=5[C:24]([O:28][CH3:29])=[CH:23][CH:22]=4)[C:10](=[O:9])[CH:19]=[CH:18]2. Given the reactants OS(O)(=O)=O.[OH:6]O.C[O:9][C:10]1[C:11]2([CH2:31][OH:32])[O:27][C:25]3=[C:26]4[C:12]52[C:17](=[CH:18][CH:19]=1)[CH:16]([CH2:20][C:21]4=[CH:22][CH:23]=[C:24]3[O:28][CH3:29])[N:15]([CH3:30])[CH2:14][CH2:13]5.N, predict the reaction product. (2) Given the reactants C(OC(=O)[NH:5][C:6]1([C:9]2[CH:14]=[CH:13][CH:12]=[CH:11][CH:10]=2)[CH2:8][CH2:7]1)C.O.[OH-].[Na+], predict the reaction product. The product is: [C:9]1([C:6]2([NH2:5])[CH2:8][CH2:7]2)[CH:14]=[CH:13][CH:12]=[CH:11][CH:10]=1. (3) Given the reactants [N+:1]([C:4]1[CH:5]=[CH:6][C:7]([CH2:16][N:17]2[CH2:22][CH2:21][O:20][CH2:19][CH2:18]2)=[C:8]([C:10]2[CH:15]=[CH:14][CH:13]=[CH:12][CH:11]=2)[CH:9]=1)([O-])=O.C(O)C.C1(C2N=C(C(O)=O)C=C(C3C=CC=CC=3)N=2)C=CC=CC=1.[Cl-].[Ca+2].[Cl-], predict the reaction product. The product is: [N:17]1([CH2:16][C:7]2[C:8]([C:10]3[CH:15]=[CH:14][CH:13]=[CH:12][CH:11]=3)=[CH:9][C:4]([NH2:1])=[CH:5][CH:6]=2)[CH2:22][CH2:21][O:20][CH2:19][CH2:18]1.